Task: Predict the reaction yield, written as a fraction of the theoretical maximum amount of product (1.0 means a 100% yield; for example, 0.34 means a 34% yield).. Dataset: Reaction yield outcomes from USPTO patents with 853,638 reactions (1) The reactants are [NH2:1][C:2]1[CH:10]=[C:9]([O:11][CH2:12][C:13]2[CH:18]=[CH:17][CH:16]=[CH:15][CH:14]=2)[C:8]([O:19][CH3:20])=[CH:7][C:3]=1[C:4]([NH2:6])=[O:5].[CH3:21]N(C=NC=[N+](C)C)C.[Cl-].C([O-])(=O)C.[Na+].C(O)(=O)C. The catalyst is O1CCOCC1. The product is [CH2:12]([O:11][C:9]1[CH:10]=[C:2]2[C:3]([C:4](=[O:5])[NH:6][CH:21]=[N:1]2)=[CH:7][C:8]=1[O:19][CH3:20])[C:13]1[CH:14]=[CH:15][CH:16]=[CH:17][CH:18]=1. The yield is 0.840. (2) The reactants are C(N(CC)CC)C.ClC(OCC(C)C)=O.[CH3:16][O:17][C:18](=[O:29])[C:19]1[CH:27]=[C:26]([F:28])[CH:25]=[C:21]([C:22](O)=[O:23])[CH:20]=1.[BH4-].[Na+]. The catalyst is ClCCl.O. The product is [CH3:16][O:17][C:18](=[O:29])[C:19]1[CH:20]=[C:21]([CH2:22][OH:23])[CH:25]=[C:26]([F:28])[CH:27]=1. The yield is 0.540. (3) The reactants are [CH3:1][S:2]([NH:5][C:6]1[CH:21]=[CH:20][C:9]2[NH:10][C:11]([CH2:16][C:17](O)=[O:18])=[N:12][S:13](=[O:15])(=[O:14])[C:8]=2[CH:7]=1)(=[O:4])=[O:3].Cl.CN(C)CCCN=C=NCC.CN1CCOCC1.C(O[C:44]([C@H:46]1[C@@H:51]([NH:52][CH2:53][C:54]2[CH:59]=[CH:58][C:57]([F:60])=[C:56]([Cl:61])[CH:55]=2)[C@H:50]2[CH2:62][C@@H:47]1[CH2:48][CH2:49]2)=[O:45])C.[O-]CC.[Na+].C(O)C. The catalyst is CN(C)C=O. The product is [Cl:61][C:56]1[CH:55]=[C:54]([CH:59]=[CH:58][C:57]=1[F:60])[CH2:53][N:52]1[C:17](=[O:18])[C:16]([C:11]2[NH:10][C:9]3[CH:20]=[CH:21][C:6]([NH:5][S:2]([CH3:1])(=[O:4])=[O:3])=[CH:7][C:8]=3[S:13](=[O:15])(=[O:14])[N:12]=2)=[C:44]([OH:45])[C@H:46]2[C@@H:51]1[C@H:50]1[CH2:62][C@@H:47]2[CH2:48][CH2:49]1. The yield is 0.430. (4) The reactants are [F:1][C:2]([F:23])([F:22])[C:3]([C:6]1[CH:11]=[CH:10][C:9]([CH:12]([NH:14][C:15](=[O:21])[O:16][C:17]([CH3:20])([CH3:19])[CH3:18])[CH3:13])=[CH:8][CH:7]=1)=[N:4][OH:5].CCN(C(C)C)C(C)C.[C:33]1([CH3:43])[CH:38]=[CH:37][C:36]([S:39](Cl)(=[O:41])=[O:40])=[CH:35][CH:34]=1. The catalyst is C(Cl)Cl.CN(C1C=CN=CC=1)C. The product is [F:1][C:2]([F:22])([F:23])[C:3]([C:6]1[CH:7]=[CH:8][C:9]([CH:12]([NH:14][C:15](=[O:21])[O:16][C:17]([CH3:19])([CH3:18])[CH3:20])[CH3:13])=[CH:10][CH:11]=1)=[N:4][O:5][S:39]([C:36]1[CH:37]=[CH:38][C:33]([CH3:43])=[CH:34][CH:35]=1)(=[O:41])=[O:40]. The yield is 0.870. (5) The reactants are [NH2:1][C:2]1[CH:3]=[C:4]([CH:8]=[C:9]([CH:11]([CH3:13])[CH3:12])[CH:10]=1)[C:5]([OH:7])=[O:6].[CH3:14][O:15][C:16]1[N:21]=[C:20]([O:22][CH3:23])[C:19]([C:24]2[CH:33]=[C:32]3[C:27]([C:28](Cl)=[C:29]([C:34]([NH2:36])=[O:35])[CH:30]=[N:31]3)=[CH:26][CH:25]=2)=[CH:18][N:17]=1. The catalyst is C(O)(=O)C. The product is [C:5]([OH:7])(=[O:6])[CH3:4].[NH2:36][C:34]([C:29]1[CH:30]=[N:31][C:32]2[C:27]([C:28]=1[NH:1][C:2]1[CH:3]=[C:4]([CH:8]=[C:9]([CH:11]([CH3:13])[CH3:12])[CH:10]=1)[C:5]([OH:7])=[O:6])=[CH:26][CH:25]=[C:24]([C:19]1[C:20]([O:22][CH3:23])=[N:21][C:16]([O:15][CH3:14])=[N:17][CH:18]=1)[CH:33]=2)=[O:35]. The yield is 0.980. (6) The reactants are [F:1][C:2]1[CH:7]=[C:6]([O:8][CH2:9][CH:10]2[CH2:15][CH2:14][N:13](C(OC(C)(C)C)=O)[CH2:12][CH2:11]2)[CH:5]=[CH:4][C:3]=1[C:23]1[CH:28]=[CH:27][C:26]([OH:29])=[CH:25][CH:24]=1.[ClH:30]. The catalyst is C(Cl)Cl. The product is [ClH:30].[F:1][C:2]1[CH:7]=[C:6]([O:8][CH2:9][CH:10]2[CH2:15][CH2:14][NH:13][CH2:12][CH2:11]2)[CH:5]=[CH:4][C:3]=1[C:23]1[CH:24]=[CH:25][C:26]([OH:29])=[CH:27][CH:28]=1. The yield is 0.970. (7) The reactants are [C:1]1([C:7]2[CH:8]=[CH:9][C:10]3[N:11]([C:13]([C:16]([C:18]4[CH:19]=[C:20]5[C:25](=[CH:26][CH:27]=4)[N:24]=[CH:23][CH:22]=[CH:21]5)=[O:17])=[CH:14][N:15]=3)[N:12]=2)[CH:6]=[CH:5][CH:4]=[CH:3][CH:2]=1.[CH2:28]1COCC1.C[Mg]Br. The catalyst is Cl.O. The product is [C:1]1([C:7]2[CH:8]=[CH:9][C:10]3[N:11]([C:13]([C:16]([C:18]4[CH:19]=[C:20]5[C:25](=[CH:26][CH:27]=4)[N:24]=[CH:23][CH:22]=[CH:21]5)([OH:17])[CH3:28])=[CH:14][N:15]=3)[N:12]=2)[CH:2]=[CH:3][CH:4]=[CH:5][CH:6]=1. The yield is 0.390. (8) The reactants are [Br:1][C:2]1[CH:23]=[CH:22][C:5]([O:6][CH2:7][CH2:8][CH2:9][CH2:10][N:11]2C(=O)C3=CC=CC=C3C2=O)=[CH:4][CH:3]=1.O.NN.Cl. The catalyst is C(O)C.ClCCl. The product is [Br:1][C:2]1[CH:23]=[CH:22][C:5]([O:6][CH2:7][CH2:8][CH2:9][CH2:10][NH2:11])=[CH:4][CH:3]=1. The yield is 0.750. (9) The reactants are Cl.[NH2:2][OH:3].C(=O)([O-])[O-].[K+].[K+].[Br:10][C:11]1[CH:12]=[C:13]([S:17](Cl)(=[O:19])=[O:18])[CH:14]=[CH:15][CH:16]=1.S(Cl)(Cl)(=O)=O. The catalyst is O.CO.O1CCCC1. The product is [Br:10][C:11]1[CH:12]=[C:13]([S:17]([NH:2][OH:3])(=[O:19])=[O:18])[CH:14]=[CH:15][CH:16]=1. The yield is 0.610.